From a dataset of Peptide-MHC class II binding affinity with 134,281 pairs from IEDB. Regression. Given a peptide amino acid sequence and an MHC pseudo amino acid sequence, predict their binding affinity value. This is MHC class II binding data. (1) The peptide sequence is PTLPKVIPDGYRFFN. The MHC is DRB1_0101 with pseudo-sequence DRB1_0101. The binding affinity (normalized) is 0.287. (2) The peptide sequence is GNLQIVDKIDAAFKI. The MHC is DRB1_0404 with pseudo-sequence DRB1_0404. The binding affinity (normalized) is 0.557.